Dataset: Reaction yield outcomes from USPTO patents with 853,638 reactions. Task: Predict the reaction yield, written as a fraction of the theoretical maximum amount of product (1.0 means a 100% yield; for example, 0.34 means a 34% yield). (1) The reactants are [OH:1][CH:2]([C:7]1[C:15]2[C:14](=[O:16])[N:13]([CH2:17][CH2:18][CH2:19][O:20]C3CCCCO3)[C:12](=[O:27])[N:11]([CH3:28])[C:10]=2[S:9][C:8]=1[C:29]1[CH:34]=[CH:33][CH:32]=[C:31]([O:35][C:36]([F:39])([F:38])[F:37])[CH:30]=1)[CH2:3][CH:4]([CH3:6])[CH3:5]. The catalyst is Cl.CO. The product is [OH:1][CH:2]([C:7]1[C:15]2[C:14](=[O:16])[N:13]([CH2:17][CH2:18][CH2:19][OH:20])[C:12](=[O:27])[N:11]([CH3:28])[C:10]=2[S:9][C:8]=1[C:29]1[CH:34]=[CH:33][CH:32]=[C:31]([O:35][C:36]([F:37])([F:38])[F:39])[CH:30]=1)[CH2:3][CH:4]([CH3:6])[CH3:5]. The yield is 0.469. (2) The reactants are [OH:1][C:2]1[CH:3]=[C:4]([CH:9]=[CH:10][C:11]=1[O:12][CH3:13])[C:5]([O:7][CH3:8])=[O:6].[CH2:14]1[CH2:19][CH:18]2[O:20][CH:17]2[CH2:16][CH2:15]1.[C:21]([O-])([O-])=O.[K+].[K+]. The catalyst is C(O)C. The product is [OH:20][CH:17]1[CH2:18][CH2:19][CH2:14][CH2:15][CH:16]1[O:1][C:2]1[CH:3]=[C:4]([CH:9]=[CH:10][C:11]=1[O:12][CH3:13])[C:5]([O:7][CH2:8][CH3:21])=[O:6]. The yield is 0.910. (3) The reactants are [CH2:1]1[O:9][C:4]2[CH:5]=[CH:6][CH:7]=[CH:8][C:3]=2[O:2]1.[Al+3].[Cl-].[Cl-].[Cl-].ClC[CH2:16][C:17](Cl)=[O:18].Cl[CH2:21][Cl:22]. No catalyst specified. The product is [Cl:22][CH2:21][C:17](=[O:18])[CH2:16][C:6]1[CH:7]=[CH:8][C:3]2[O:2][CH2:1][O:9][C:4]=2[CH:5]=1. The yield is 0.900. (4) The reactants are Cl[C:2]1[CH:12]=[CH:11][C:5]([C:6]([O:8]CC)=[O:7])=[CH:4][N:3]=1.[N:13]1[CH:18]=[CH:17][CH:16]=[C:15]([CH2:19][OH:20])[CH:14]=1. No catalyst specified. The product is [N:13]1[CH:18]=[CH:17][CH:16]=[C:15]([CH2:19][O:20][C:2]2[CH:12]=[CH:11][C:5]([C:6]([OH:8])=[O:7])=[CH:4][N:3]=2)[CH:14]=1. The yield is 0.660. (5) The reactants are Cl[C:2]1[N:11]=[C:10]([NH2:12])[C:9]2[C:4](=[CH:5][CH:6]=[CH:7][CH:8]=2)[N:3]=1.[NH:13]1[CH2:18][CH2:17][CH2:16][CH2:15][CH2:14]1. No catalyst specified. The product is [N:13]1([C:2]2[N:11]=[C:10]([NH2:12])[C:9]3[C:4](=[CH:5][CH:6]=[CH:7][CH:8]=3)[N:3]=2)[CH2:18][CH2:17][CH2:16][CH2:15][CH2:14]1. The yield is 0.900. (6) The reactants are C(OP([CH2:9][C:10]#[N:11])(=O)OCC)C.C[Si]([N-][Si](C)(C)C)(C)C.[Li+].[CH3:22][O:23][C:24]1[CH:25]=[C:26]([C:32]([C:34]2[CH:35]=[C:36]3[C:41](=[CH:42][CH:43]=2)[N:40]=[CH:39][CH:38]=[CH:37]3)=O)[CH:27]=[C:28]([O:30][CH3:31])[CH:29]=1. The catalyst is C1COCC1. The product is [CH3:22][O:23][C:24]1[CH:25]=[C:26]([C:32]([C:34]2[CH:35]=[C:36]3[C:41](=[CH:42][CH:43]=2)[N:40]=[CH:39][CH:38]=[CH:37]3)=[CH:9][C:10]#[N:11])[CH:27]=[C:28]([O:30][CH3:31])[CH:29]=1. The yield is 0.920. (7) The reactants are [CH3:1][N:2]1[C:6]([C:7](=[O:24])[NH:8][C:9]2[CH:14]=[CH:13][N:12]3[N:15]=[C:16]([C:18]4[CH:19]=[N:20][CH:21]=[CH:22][CH:23]=4)[N:17]=[C:11]3[CH:10]=2)=[C:5]([C:25](O)=[O:26])[CH:4]=[N:3]1.[NH:28]1[CH2:32][CH2:31][CH2:30][CH2:29]1.CCCP(=O)=O.C(N(CC)C(C)C)(C)C. The catalyst is O1CCCC1. The product is [CH3:1][N:2]1[C:6]([C:7]([NH:8][C:9]2[CH:14]=[CH:13][N:12]3[N:15]=[C:16]([C:18]4[CH:19]=[N:20][CH:21]=[CH:22][CH:23]=4)[N:17]=[C:11]3[CH:10]=2)=[O:24])=[C:5]([C:25]([N:28]2[CH2:32][CH2:31][CH2:30][CH2:29]2)=[O:26])[CH:4]=[N:3]1. The yield is 0.829.